This data is from Reaction yield outcomes from USPTO patents with 853,638 reactions. The task is: Predict the reaction yield, written as a fraction of the theoretical maximum amount of product (1.0 means a 100% yield; for example, 0.34 means a 34% yield). No catalyst specified. The product is [CH3:14][O:13][C:10]1[CH:11]=[CH:12][C:7]([C:5]2[O:6][C:2]([CH3:16])([CH3:15])[C:3](=[O:19])[CH:4]=2)=[CH:8][CH:9]=1. The reactants are O[C:2]([CH3:16])([CH3:15])[C:3]#[C:4][C:5]([C:7]1[CH:12]=[CH:11][C:10]([O:13][CH3:14])=[CH:9][CH:8]=1)=[O:6].CC[OH:19]. The yield is 0.920.